Dataset: TCR-epitope binding with 47,182 pairs between 192 epitopes and 23,139 TCRs. Task: Binary Classification. Given a T-cell receptor sequence (or CDR3 region) and an epitope sequence, predict whether binding occurs between them. (1) The epitope is IIKDYGKQM. The TCR CDR3 sequence is CATSAGGAEPTDTQYF. Result: 0 (the TCR does not bind to the epitope). (2) The epitope is AVFDRKSDAK. The TCR CDR3 sequence is CASRQGPNYGYTF. Result: 1 (the TCR binds to the epitope).